From a dataset of Reaction yield outcomes from USPTO patents with 853,638 reactions. Predict the reaction yield, written as a fraction of the theoretical maximum amount of product (1.0 means a 100% yield; for example, 0.34 means a 34% yield). (1) The reactants are [ClH:1].[CH2:2]([C:5]1[N:6]=[C:7]([NH2:10])[NH:8][CH:9]=1)[C:3]#[CH:4].[CH2:11]([N:18]=[N+:19]=[N-:20])[C:12]1[CH:17]=[CH:16][CH:15]=[CH:14][CH:13]=1. No catalyst specified. The product is [ClH:1].[CH2:11]([N:18]1[CH:4]=[C:3]([CH2:2][C:5]2[N:6]=[C:7]([NH2:10])[NH:8][CH:9]=2)[N:20]=[N:19]1)[C:12]1[CH:17]=[CH:16][CH:15]=[CH:14][CH:13]=1. The yield is 0.860. (2) The catalyst is C1COCC1.CCCCCC. The reactants are [O:1]1[CH:5]=[CH:4][N:3]=[CH:2]1.B.C([Li])CCC.[O:12]1[C:16]2([CH2:21][CH2:20][C:19](=[O:22])[CH2:18][CH2:17]2)OCC1. The yield is 0.700. The product is [OH:22][C:19]1([C:2]2[O:1][CH:5]=[CH:4][N:3]=2)[CH2:20][CH2:21][C:16](=[O:12])[CH2:17][CH2:18]1. (3) The reactants are [F:1][C:2]1[CH:7]=[CH:6][C:5]([C:8]([F:11])([F:10])[F:9])=[CH:4][C:3]=1[S:12](Cl)(=[O:14])=[O:13].[NH:16]([CH2:19][CH3:20])[CH2:17][CH3:18]. The catalyst is C(Cl)Cl. The product is [CH2:17]([N:16]([CH2:19][CH3:20])[S:12]([C:3]1[CH:4]=[C:5]([C:8]([F:11])([F:10])[F:9])[CH:6]=[CH:7][C:2]=1[F:1])(=[O:14])=[O:13])[CH3:18]. The yield is 0.880.